From a dataset of Reaction yield outcomes from USPTO patents with 853,638 reactions. Predict the reaction yield, written as a fraction of the theoretical maximum amount of product (1.0 means a 100% yield; for example, 0.34 means a 34% yield). (1) The reactants are [C:1]([C:5]1[CH:10]=[CH:9][C:8]([C:11]2[N:15]([CH3:16])[N:14]=[C:13]([C:17](=O)[CH3:18])[C:12]=2[OH:20])=[CH:7][CH:6]=1)([CH3:4])([CH3:3])[CH3:2].[NH:21]([C:23]([NH:25][C:26]1[CH:34]=[CH:33][C:29]([C:30]([OH:32])=[O:31])=[CH:28][CH:27]=1)=[S:24])[NH2:22].CN(C)C=O. The catalyst is Cl.O. The product is [C:1]([C:5]1[CH:10]=[CH:9][C:8]([C:11]2[N:15]([CH3:16])[N:14]=[C:13]([C:17](=[N:22][NH:21][C:23]([NH:25][C:26]3[CH:34]=[CH:33][C:29]([C:30]([OH:32])=[O:31])=[CH:28][CH:27]=3)=[S:24])[CH3:18])[C:12]=2[OH:20])=[CH:7][CH:6]=1)([CH3:4])([CH3:3])[CH3:2]. The yield is 0.480. (2) The reactants are [CH3:1][O:2][C:3](=[O:11])[C:4]1[CH:9]=[CH:8][C:7](Br)=[CH:6][CH:5]=1.[CH3:12][CH:13]([OH:16])[CH:14]=[CH2:15].C1(P(C2C=CC=CC=2)C2C=CC=CC=2)C=CC=CC=1.CCCCCC. The catalyst is C(N(CC)CC)C.C([O-])(=O)C.[Pd+2].C([O-])(=O)C.C(OCC)(=O)C. The product is [CH3:1][O:2][C:3](=[O:11])[C:4]1[CH:9]=[CH:8][C:7]([CH2:15][CH2:14][C:13](=[O:16])[CH3:12])=[CH:6][CH:5]=1. The yield is 0.260. (3) The reactants are [CH3:1][O:2][C:3]1[CH:4]=[C:5]([CH:9]=[CH:10][C:11]=1[N+:12]([O-:14])=[O:13])[C:6](O)=[O:7].S(Cl)([Cl:17])=O. No catalyst specified. The product is [CH3:1][O:2][C:3]1[CH:4]=[C:5]([CH:9]=[CH:10][C:11]=1[N+:12]([O-:14])=[O:13])[C:6]([Cl:17])=[O:7]. The yield is 0.870. (4) The reactants are [NH2:1][C@:2]12[CH2:37][CH2:36][C@@H:35]([C:38]([CH3:40])=[CH2:39])[C@@H:3]1[C@@H:4]1[C@@:17]([CH3:20])([CH2:18][CH2:19]2)[C@@:16]2([CH3:21])[C@@H:7]([C@:8]3([CH3:34])[C@@H:13]([CH2:14][CH2:15]2)[C:12]([CH3:23])([CH3:22])[C:11]([C:24]2[CH:33]=[CH:32][C:27]([C:28]([O:30][CH3:31])=[O:29])=[CH:26][CH:25]=2)=[CH:10][CH2:9]3)[CH2:6][CH2:5]1.[C:41]([O:45][C:46]([N:48]1[CH2:53][CH2:52][CH2:51][CH:50]([CH:54]=O)[CH2:49]1)=[O:47])([CH3:44])([CH3:43])[CH3:42].C(O[BH-](OC(=O)C)OC(=O)C)(=O)C.[Na+]. The catalyst is ClCCCl.C([O-])(O)=O.[Na+].CC(C)[O-].[Ti+4].CC(C)[O-].CC(C)[O-].CC(C)[O-]. The product is [CH3:31][O:30][C:28]([C:27]1[CH:26]=[CH:25][C:24]([C:11]2[C:12]([CH3:22])([CH3:23])[C@H:13]3[C@:8]([CH3:34])([CH2:9][CH:10]=2)[C@@H:7]2[C@:16]([CH3:21])([C@@:17]4([CH3:20])[C@H:4]([CH2:5][CH2:6]2)[C@H:3]2[C@H:35]([C:38]([CH3:40])=[CH2:39])[CH2:36][CH2:37][C@:2]2([NH:1][CH2:54][CH:50]2[CH2:51][CH2:52][CH2:53][N:48]([C:46]([O:45][C:41]([CH3:42])([CH3:44])[CH3:43])=[O:47])[CH2:49]2)[CH2:19][CH2:18]4)[CH2:15][CH2:14]3)=[CH:33][CH:32]=1)=[O:29]. The yield is 0.709. (5) The reactants are [F:1][C:2]1[CH:7]=[CH:6][C:5]([F:8])=[CH:4][C:3]=1[CH:9]1[CH2:13][CH2:12][CH2:11][N:10]1[C:14]1[CH:19]=[CH:18][N:17]2[N:20]=[CH:21][C:22](I)=[C:16]2[N:15]=1.[O:24]1[CH2:29][CH2:28][N:27]([C:30](=[O:33])[C:31]#[CH:32])[CH2:26][CH2:25]1. The catalyst is C1COCC1.Cl[Pd](Cl)([P](C1C=CC=CC=1)(C1C=CC=CC=1)C1C=CC=CC=1)[P](C1C=CC=CC=1)(C1C=CC=CC=1)C1C=CC=CC=1.[Cu]I. The product is [F:1][C:2]1[CH:7]=[CH:6][C:5]([F:8])=[CH:4][C:3]=1[CH:9]1[CH2:13][CH2:12][CH2:11][N:10]1[C:14]1[CH:19]=[CH:18][N:17]2[N:20]=[CH:21][C:22]([C:32]#[C:31][C:30]([N:27]3[CH2:28][CH2:29][O:24][CH2:25][CH2:26]3)=[O:33])=[C:16]2[N:15]=1. The yield is 0.0970.